Dataset: Full USPTO retrosynthesis dataset with 1.9M reactions from patents (1976-2016). Task: Predict the reactants needed to synthesize the given product. (1) Given the product [CH2:1]([C:3]1([CH2:18][CH3:19])[C:8]2[CH:9]=[C:10]([OH:21])[CH:11]=[CH:12][C:7]=2[N:6]([CH3:16])[C:5](=[O:17])[O:4]1)[CH3:2], predict the reactants needed to synthesize it. The reactants are: [CH2:1]([C:3]1([CH2:18][CH3:19])[C:8]2[CH:9]=[C:10](B(O)O)[CH:11]=[CH:12][C:7]=2[N:6]([CH3:16])[C:5](=[O:17])[O:4]1)[CH3:2].C(=O)(O)[O-:21].[Na+].OOS([O-])=O.[K+].S(=O)(O)[O-].[Na+]. (2) Given the product [Br:25][C:14]1[N:15]([CH:18]2[CH2:23][CH2:22][CH2:21][CH2:20][O:19]2)[C:16]2[C:12]([N:13]=1)=[C:11]([NH2:24])[N:10]=[C:9]([O:8][CH2:7][CH:1]1[CH2:2][CH2:3][CH2:4][CH2:5][CH2:6]1)[N:17]=2, predict the reactants needed to synthesize it. The reactants are: [CH:1]1([CH2:7][O:8][C:9]2[N:17]=[C:16]3[C:12]([N:13]=[CH:14][N:15]3[CH:18]3[CH2:23][CH2:22][CH2:21][CH2:20][O:19]3)=[C:11]([NH2:24])[N:10]=2)[CH2:6][CH2:5][CH2:4][CH2:3][CH2:2]1.[Br:25]N1C(=O)CCC1=O.O. (3) The reactants are: C(Cl)(=O)C.C(O)C.Cl.[CH3:9][O:10][C:11]1[CH:16]=[CH:15][C:14]([NH:17]N)=[CH:13][CH:12]=1.O=[C:20]1[CH2:25][CH2:24][CH:23]([NH:26][C:27](=[O:31])[CH:28]([CH3:30])[CH3:29])[CH2:22][CH2:21]1. Given the product [CH3:9][O:10][C:11]1[CH:16]=[C:15]2[C:14](=[CH:13][CH:12]=1)[NH:17][C:20]1[CH2:25][CH2:24][CH:23]([NH:26][C:27](=[O:31])[CH:28]([CH3:29])[CH3:30])[CH2:22][C:21]2=1, predict the reactants needed to synthesize it. (4) Given the product [Cl:1][C:2]1[CH:10]=[CH:9][C:8]([NH:11][C:12](=[O:23])[C:13]2[CH:18]=[CH:17][CH:16]=[C:15]([C:19]([F:20])([F:21])[F:22])[CH:14]=2)=[CH:7][C:3]=1[C:4]([NH:57][C:54]1[CH:53]=[N:52][C:51]([NH:50][C:47]2[CH:46]=[CH:45][C:44]([O:43][CH3:42])=[CH:49][CH:48]=2)=[N:56][CH:55]=1)=[O:6], predict the reactants needed to synthesize it. The reactants are: [Cl:1][C:2]1[CH:10]=[CH:9][C:8]([NH:11][C:12](=[O:23])[C:13]2[CH:18]=[CH:17][CH:16]=[C:15]([C:19]([F:22])([F:21])[F:20])[CH:14]=2)=[CH:7][C:3]=1[C:4]([OH:6])=O.ClC1N=C(OC)N=C(OC)N=1.CN1CCOCC1.[CH3:42][O:43][C:44]1[CH:49]=[CH:48][C:47]([NH:50][C:51]2[N:56]=[CH:55][C:54]([NH2:57])=[CH:53][N:52]=2)=[CH:46][CH:45]=1.